From a dataset of Forward reaction prediction with 1.9M reactions from USPTO patents (1976-2016). Predict the product of the given reaction. Given the reactants [CH2:1]([O:3][C:4]([C:6]1[CH:10]=[C:9]([C:11]2[CH:15]=[CH:14][N:13](S(C3C=CC=CC=3)(=O)=O)[CH:12]=2)[N:8]([C:25]2[CH:26]=[N:27][C:28]([CH3:31])=[CH:29][CH:30]=2)[N:7]=1)=[O:5])[CH3:2].[O-]CC.[Na+].C(O)C.Cl.C(O)C, predict the reaction product. The product is: [CH2:1]([O:3][C:4]([C:6]1[CH:10]=[C:9]([C:11]2[CH:15]=[CH:14][NH:13][CH:12]=2)[N:8]([C:25]2[CH:26]=[N:27][C:28]([CH3:31])=[CH:29][CH:30]=2)[N:7]=1)=[O:5])[CH3:2].